From a dataset of Forward reaction prediction with 1.9M reactions from USPTO patents (1976-2016). Predict the product of the given reaction. (1) The product is: [CH2:52]([N:29]([CH2:27][CH3:28])[C:30](=[O:51])[C:31]1[CH:32]=[CH:33][C:34]([N:37]([CH2:44][C:45]2[CH:46]=[CH:47][CH:48]=[CH:49][CH:50]=2)[CH:38]2[CH2:43][CH2:42][N:41]([CH2:6][CH2:5][CH2:4][N:3]([CH3:25])[CH3:1])[CH2:40][CH2:39]2)=[CH:35][CH:36]=1)[CH3:53]. Given the reactants [CH2:1]([N:3]([CH2:25]C)[C:4](=O)[C:5]1C=CC(N(C2C=CC=CC=2)C2CCNCC2)=C[CH:6]=1)C.[CH2:27]([N:29]([CH2:52][CH3:53])[C:30](=[O:51])[C:31]1[CH:36]=[CH:35][C:34]([N:37]([CH2:44][C:45]2[CH:50]=[CH:49][CH:48]=[CH:47][CH:46]=2)[CH:38]2[CH2:43][CH2:42][NH:41][CH2:40][CH2:39]2)=[CH:33][CH:32]=1)[CH3:28].Cl.CN(C)CCCCl.[I-].[Na+].C(N(CC)CC)C, predict the reaction product. (2) The product is: [Cl:29][C:22]1[CH:21]=[C:20](/[CH:19]=[C:15]2/[C:16](=[O:18])[N:17]3[CH:10]=[C:9]([C:4]4[CH:3]=[C:2]([F:1])[CH:7]=[C:6]([F:8])[CH:5]=4)[N:12]=[C:13]3[S:14]/2)[CH:25]=[C:24]([O:26][CH3:27])[C:23]=1[OH:28]. Given the reactants [F:1][C:2]1[CH:3]=[C:4]([C:9](=O)[CH3:10])[CH:5]=[C:6]([F:8])[CH:7]=1.[NH2:12][C:13]1[S:14]/[C:15](=[CH:19]\[C:20]2[CH:25]=[C:24]([O:26][CH3:27])[C:23]([OH:28])=[C:22]([Cl:29])[CH:21]=2)/[C:16](=[O:18])[N:17]=1, predict the reaction product. (3) Given the reactants C[O:2][C:3](=O)[CH:4]=[CH:5][C:6]1[CH:11]=[CH:10][C:9]([O:12][CH3:13])=[CH:8][C:7]=1[N+:14]([O-])=O, predict the reaction product. The product is: [CH3:13][O:12][C:9]1[CH:8]=[C:7]2[C:6]([CH2:5][CH2:4][C:3](=[O:2])[NH:14]2)=[CH:11][CH:10]=1. (4) Given the reactants [C:1]([O:6][C:7]([CH3:10])([CH3:9])[CH3:8])(=[O:5])/[CH:2]=[CH:3]/[CH3:4].C1C(=O)N([Br:18])C(=O)C1.C(OOC(=O)C1C=CC=CC=1)(=O)C1C=CC=CC=1, predict the reaction product. The product is: [Br:18][CH2:4]/[CH:3]=[CH:2]/[C:1]([O:6][C:7]([CH3:10])([CH3:9])[CH3:8])=[O:5]. (5) Given the reactants Cl[C:2]1[N:3]=[N:4][C:5]([C:8]2[CH:13]=[CH:12][C:11]([N:14]3[CH:18]=[CH:17][CH:16]=[N:15]3)=[CH:10][C:9]=2[O:19][CH3:20])=[CH:6][CH:7]=1.CC1(C)C(C)(C)OB([C:29]2[CH2:34][CH2:33][N:32]([C:35]([O:37][C:38]([CH3:41])([CH3:40])[CH3:39])=[O:36])[CH2:31][CH:30]=2)O1, predict the reaction product. The product is: [CH3:20][O:19][C:9]1[CH:10]=[C:11]([N:14]2[CH:18]=[CH:17][CH:16]=[N:15]2)[CH:12]=[CH:13][C:8]=1[C:5]1[N:4]=[N:3][C:2]([C:29]2[CH2:34][CH2:33][N:32]([C:35]([O:37][C:38]([CH3:41])([CH3:40])[CH3:39])=[O:36])[CH2:31][CH:30]=2)=[CH:7][CH:6]=1. (6) Given the reactants [Cl:1][C:2]1[CH:3]=[C:4]([NH:8][C:9]([N:11]2[CH2:16][CH2:15][N:14]([C:17]([O:19][C:20]([CH3:23])([CH3:22])[CH3:21])=[O:18])[CH2:13][CH:12]2[CH2:24]O)=[O:10])[CH:5]=[CH:6][CH:7]=1.C1(P(C2C=CC=CC=2)C2C=CC=CC=2)C=CC=CC=1.N(C(OCC)=O)=NC(OCC)=O.C1(C)C=CC=CC=1.O, predict the reaction product. The product is: [Cl:1][C:2]1[CH:3]=[C:4]([N:8]2[CH2:24][CH:12]3[CH2:13][N:14]([C:17]([O:19][C:20]([CH3:22])([CH3:21])[CH3:23])=[O:18])[CH2:15][CH2:16][N:11]3[C:9]2=[O:10])[CH:5]=[CH:6][CH:7]=1. (7) Given the reactants [Br:1][C:2]1[N:7]=[C:6]([NH:8][CH2:9][C:10]2[C:15]([CH3:16])=[CH:14][CH:13]=[CH:12][C:11]=2[CH2:17][CH3:18])[C:5]2[N:19]=[C:20]([CH3:22])[NH:21][C:4]=2[CH:3]=1.[H-].[Na+].Cl[CH2:26][O:27][CH2:28][C:29]1[CH:34]=[CH:33][CH:32]=[CH:31][CH:30]=1.C(=O)(O)[O-].[Na+], predict the reaction product. The product is: [CH2:28]([O:27][CH2:26][N:21]1[C:4]2[CH:3]=[C:2]([Br:1])[N:7]=[C:6]([NH:8][CH2:9][C:10]3[C:15]([CH3:16])=[CH:14][CH:13]=[CH:12][C:11]=3[CH2:17][CH3:18])[C:5]=2[N:19]=[C:20]1[CH3:22])[C:29]1[CH:34]=[CH:33][CH:32]=[CH:31][CH:30]=1.